From a dataset of Forward reaction prediction with 1.9M reactions from USPTO patents (1976-2016). Predict the product of the given reaction. Given the reactants Cl.[CH2:2]([O:4][C:5]([C:7]1([N+:17]#[C-])[CH2:15][C:14]2[C:9](=[CH:10][CH:11]=[C:12]([F:16])[CH:13]=2)[CH2:8]1)=[O:6])[CH3:3].C([O-])(O)=O.[Na+], predict the reaction product. The product is: [CH2:2]([O:4][C:5]([C:7]1([NH2:17])[CH2:15][C:14]2[C:9](=[CH:10][CH:11]=[C:12]([F:16])[CH:13]=2)[CH2:8]1)=[O:6])[CH3:3].